Predict which catalyst facilitates the given reaction. From a dataset of Catalyst prediction with 721,799 reactions and 888 catalyst types from USPTO. (1) Reactant: [CH:1]([C:3]1[S:7][C:6]([O:8][C:9]2[CH:16]=[CH:15][C:12]([C:13]#[N:14])=[CH:11][CH:10]=2)=[CH:5][CH:4]=1)=O.C(OC)(OC)OC.[CH2:24]([NH2:32])[CH2:25][C:26]1[CH:31]=[CH:30][CH:29]=[CH:28][CH:27]=1.[BH4-].[Na+]. Product: [CH2:24]([NH:32][CH2:1][C:3]1[S:7][C:6]([O:8][C:9]2[CH:16]=[CH:15][C:12]([C:13]#[N:14])=[CH:11][CH:10]=2)=[CH:5][CH:4]=1)[CH2:25][C:26]1[CH:31]=[CH:30][CH:29]=[CH:28][CH:27]=1. The catalyst class is: 5. (2) Reactant: [BH-](OC(C)=O)(OC(C)=O)OC(C)=O.[Na+].[CH:15]([C:17]1[C:18]([C:22]([O:24][CH2:25][CH3:26])=[O:23])=[N:19][NH:20][CH:21]=1)=O.[CH3:27][C@@H:28]1[CH2:33][NH:32][CH2:31][CH2:30][N:29]1[C:34]1[CH:39]=[CH:38][C:37]([C:40]([F:43])([F:42])[F:41])=[CH:36][N:35]=1.C(O)(=O)C.C(=O)([O-])[O-].[Na+].[Na+]. Product: [CH3:27][C@H:28]1[N:29]([C:34]2[CH:39]=[CH:38][C:37]([C:40]([F:43])([F:41])[F:42])=[CH:36][N:35]=2)[CH2:30][CH2:31][N:32]([CH2:15][C:17]2[C:18]([C:22]([O:24][CH2:25][CH3:26])=[O:23])=[N:19][NH:20][CH:21]=2)[CH2:33]1. The catalyst class is: 2. (3) Reactant: [CH3:1][O:2][C:3]1[CH:4]=[C:5](/[C:11](=[CH:14]/[C:15]2[CH:20]=[CH:19][C:18]([OH:21])=[CH:17][CH:16]=2)/[C:12]#[N:13])[CH:6]=[CH:7][C:8]=1[O:9][CH3:10].[Cl-].[CH3:23][O:24][C:25](=[O:31])[CH2:26][CH2:27][C:28](O)=[O:29]. The catalyst class is: 17. Product: [C:28]([O:21][C:18]1[CH:17]=[CH:16][C:15](/[CH:14]=[C:11](\[C:12]#[N:13])/[C:5]2[CH:6]=[CH:7][C:8]([O:9][CH3:10])=[C:3]([O:2][CH3:1])[CH:4]=2)=[CH:20][CH:19]=1)(=[O:29])[CH2:27][CH2:26][C:25]([O:24][CH3:23])=[O:31]. (4) Product: [CH2:1]([O:8][C:9]1[CH:14]=[CH:13][C:12]([O:15][CH2:16][C:17]2[CH:22]=[CH:21][CH:20]=[CH:19][CH:18]=2)=[CH:11][C:10]=1[OH:23])[C:2]1[CH:3]=[CH:4][CH:5]=[CH:6][CH:7]=1. The catalyst class is: 8. Reactant: [CH2:1]([O:8][C:9]1[CH:14]=[CH:13][C:12]([O:15][CH2:16][C:17]2[CH:22]=[CH:21][CH:20]=[CH:19][CH:18]=2)=[CH:11][C:10]=1[O:23]C(=O)C)[C:2]1[CH:7]=[CH:6][CH:5]=[CH:4][CH:3]=1.[OH-].[Na+]. (5) Reactant: [NH2:1][C:2]1[CH:7]=[CH:6][C:5]([CH:8]2[CH2:13][C:12](=[O:14])[N:11]([CH3:15])[C:10](=[O:16])[CH2:9]2)=[CH:4][C:3]=1[C:17]1[CH2:22][CH2:21][CH2:20][CH2:19][CH:18]=1.C1CN([P+](Br)(N2CCCC2)N2CCCC2)CC1.F[P-](F)(F)(F)(F)F.[K+].[C:48]([C:50]1[N:51]=[C:52]([C:63]([O-])=[O:64])[N:53]([CH2:55][O:56][CH2:57][CH2:58][Si:59]([CH3:62])([CH3:61])[CH3:60])[CH:54]=1)#[N:49].CCN(C(C)C)C(C)C. Product: [C:17]1([C:3]2[CH:4]=[C:5]([CH:8]3[CH2:9][C:10](=[O:16])[N:11]([CH3:15])[C:12](=[O:14])[CH2:13]3)[CH:6]=[CH:7][C:2]=2[NH:1][C:63]([C:52]2[N:53]([CH2:55][O:56][CH2:57][CH2:58][Si:59]([CH3:62])([CH3:61])[CH3:60])[CH:54]=[C:50]([C:48]#[N:49])[N:51]=2)=[O:64])[CH2:22][CH2:21][CH2:20][CH2:19][CH:18]=1. The catalyst class is: 2. (6) Reactant: [OH-].[Na+].C([O:5][C:6]([C:8]1[CH:9]=[N:10][C:11]2[C:16]([C:17]=1[Br:18])=[N:15][C:14]([O:19][CH3:20])=[CH:13][CH:12]=2)=[O:7])C.Cl. Product: [Br:18][C:17]1[C:16]2[C:11](=[CH:12][CH:13]=[C:14]([O:19][CH3:20])[N:15]=2)[N:10]=[CH:9][C:8]=1[C:6]([OH:7])=[O:5]. The catalyst class is: 1. (7) Reactant: S([O-])([O-])(=O)=O.[Ca+2:6].C(=O)([O-])[O-].[Ca+2].[N+:12]([O-:15])([OH:14])=[O:13]. Product: [N+:12]([O-:15])([O-:14])=[O:13].[Ca+2:6].[N+:12]([O-:15])([O-:14])=[O:13]. The catalyst class is: 6. (8) Reactant: [NH2:1][C:2]1[C:3]([CH:9]=O)=[N:4][CH:5]=[C:6]([F:8])[CH:7]=1.[CH3:11][S:12]([C:15]1[CH:20]=[CH:19][CH:18]=[CH:17][C:16]=1[C:21](=O)[CH2:22][C:23]([O:25][CH3:26])=[O:24])(=[O:14])=[O:13].O.O.O.O.O.O.O.[Cl-].[Ce+3].[Cl-].[Cl-]. Product: [F:8][C:6]1[CH:7]=[C:2]2[C:3]([CH:9]=[C:22]([C:23]([O:25][CH3:26])=[O:24])[C:21]([C:16]3[CH:17]=[CH:18][CH:19]=[CH:20][C:15]=3[S:12]([CH3:11])(=[O:14])=[O:13])=[N:1]2)=[N:4][CH:5]=1. The catalyst class is: 5.